Dataset: P-glycoprotein inhibition data for predicting drug efflux from Broccatelli et al.. Task: Regression/Classification. Given a drug SMILES string, predict its absorption, distribution, metabolism, or excretion properties. Task type varies by dataset: regression for continuous measurements (e.g., permeability, clearance, half-life) or binary classification for categorical outcomes (e.g., BBB penetration, CYP inhibition). Dataset: pgp_broccatelli. (1) The molecule is CCN1CCC[C@H]1CNC(=O)c1cc(S(N)(=O)=O)ccc1OC. The result is 0 (non-inhibitor). (2) The molecule is COc1cc(/C=C/C(=O)O)ccc1O. The result is 0 (non-inhibitor). (3) The compound is O=C(Nc1ccc(CCN2CCc3ccccc3C2)cc1)c1ccccc1[N+](=O)[O-]. The result is 1 (inhibitor). (4) The molecule is CCN1C[C@]2(COC)CC[C@@H](O)[C@@]34[C@H]5C[C@H]6[C@H](OC)C[C@](O)([C@H]5[C@@H]6OC)[C@@](O)([C@@H](OC)[C@@H]23)[C@@H]14. The result is 0 (non-inhibitor).